Dataset: Forward reaction prediction with 1.9M reactions from USPTO patents (1976-2016). Task: Predict the product of the given reaction. (1) Given the reactants [OH:1][C:2]1[CH:10]=[C:9]2[C:5]([C:6](=[O:11])[O:7][CH2:8]2)=[CH:4][C:3]=1[O:12][C:13](=[O:15])[CH3:14].[N+:16]([O-])([OH:18])=[O:17], predict the reaction product. The product is: [OH:1][C:2]1[C:10]([N+:16]([O-:18])=[O:17])=[C:9]2[C:5]([C:6](=[O:11])[O:7][CH2:8]2)=[CH:4][C:3]=1[O:12][C:13](=[O:15])[CH3:14]. (2) Given the reactants C([O:8][C:9]1[N:14]=[C:13]2[NH:15][CH:16]=[N:17][C:12]2=[CH:11][CH:10]=1)C1C=CC=CC=1.[CH3:18][C:19]1[CH:24]=[CH:23][CH:22]=[C:21]([CH3:25])[C:20]=1B(O)O, predict the reaction product. The product is: [CH3:18][C:19]1[CH:24]=[CH:23][CH:22]=[C:21]([CH3:25])[C:20]=1[N:15]1[C:13]2=[N:14][C:9]([OH:8])=[CH:10][CH:11]=[C:12]2[N:17]=[CH:16]1. (3) Given the reactants [CH3:1][N:2]1[CH2:7][CH:6]=[C:5](B2OC(C)(C)C(C)(C)O2)[CH2:4][CH2:3]1.[Br:17][C:18]1[CH:23]=[CH:22][C:21]([C:24]([F:27])([F:26])[F:25])=[CH:20][C:19]=1I.P([O-])([O-])([O-])=O.[K+].[K+].[K+].O, predict the reaction product. The product is: [Br:17][C:18]1[CH:19]=[CH:20][C:21]([C:24]([F:25])([F:26])[F:27])=[CH:22][C:23]=1[C:5]1[CH2:4][CH2:3][N:2]([CH3:1])[CH2:7][CH:6]=1. (4) Given the reactants [Cl:1][C:2]1[C:7]([C:8]([NH:10][CH:11]([CH3:15])[C:12](=[O:14])[CH3:13])=O)=[CH:6][CH:5]=[C:4]([CH3:16])[N:3]=1.CC[N+](S(N=C(OC)[O-])(=O)=O)(CC)CC, predict the reaction product. The product is: [Cl:1][C:2]1[C:7]([C:8]2[O:14][C:12]([CH3:13])=[C:11]([CH3:15])[N:10]=2)=[CH:6][CH:5]=[C:4]([CH3:16])[N:3]=1. (5) Given the reactants [CH:1]1[CH:2]=[CH:3][C:4]([NH:11][C:12]2[C:13]([Cl:19])=[CH:14][CH:15]=[CH:16][C:17]=2[Cl:18])=[C:5]([CH2:7][C:8]([O-:10])=[O:9])[CH:6]=1.[Na+].O.C(=O)(O)[O-].[Na+].S(Cl)(O[CH2:31][Cl:32])(=O)=O, predict the reaction product. The product is: [Cl:19][C:13]1[CH:14]=[CH:15][CH:16]=[C:17]([Cl:18])[C:12]=1[NH:11][C:4]1[CH:3]=[CH:2][CH:1]=[CH:6][C:5]=1[CH2:7][C:8]([O:10][CH2:31][Cl:32])=[O:9]. (6) The product is: [Br:1][C:2]1[CH:3]=[CH:4][C:5]([CH2:18][O:19][Si:20]([CH:21]([CH3:22])[CH3:23])([CH:27]([CH3:28])[CH3:29])[CH:24]([CH3:26])[CH3:25])=[C:6]([CH:8]([C:10]2[CH:15]=[CH:14][C:13]([CH2:16][CH3:17])=[CH:12][CH:11]=2)[O:9][Si:38]([CH:45]([CH3:47])[CH3:46])([CH:42]([CH3:44])[CH3:43])[CH:39]([CH3:41])[CH3:40])[CH:7]=1. Given the reactants [Br:1][C:2]1[CH:3]=[CH:4][C:5]([CH2:18][O:19][Si:20]([CH:27]([CH3:29])[CH3:28])([CH:24]([CH3:26])[CH3:25])[CH:21]([CH3:23])[CH3:22])=[C:6]([CH:8]([C:10]2[CH:15]=[CH:14][C:13]([CH2:16][CH3:17])=[CH:12][CH:11]=2)[OH:9])[CH:7]=1.N1C(C)=CC=CC=1C.[Si:38](OS(C(F)(F)F)(=O)=O)([CH:45]([CH3:47])[CH3:46])([CH:42]([CH3:44])[CH3:43])[CH:39]([CH3:41])[CH3:40], predict the reaction product.